From a dataset of Forward reaction prediction with 1.9M reactions from USPTO patents (1976-2016). Predict the product of the given reaction. (1) The product is: [CH3:46][C:47]1[N:52]=[C:51]([C:53]([OH:55])=[O:54])[C:50]([N:57]2[CH:61]=[C:60]([C:62]([F:64])([F:63])[F:65])[N:59]=[CH:58]2)=[CH:49][CH:48]=1. Given the reactants FC(F)(F)C1N=CNC=1.IC1C(C(OC)=O)=NC(C)=CC=1.COC1C2C(=C3C(=CC=2)C(OC)=CC=N3)N=CC=1.C(=O)([O-])[O-].[Cs+].[Cs+].[CH3:46][C:47]1[N:52]=[C:51]([C:53]([O:55]C)=[O:54])[C:50]([N:57]2[CH:61]=[C:60]([C:62]([F:65])([F:64])[F:63])[N:59]=[CH:58]2)=[CH:49][CH:48]=1, predict the reaction product. (2) Given the reactants [Br-].[C:2]([CH2:5][CH2:6][CH2:7][P+](C1C=CC=CC=1)(C1C=CC=CC=1)C1C=CC=CC=1)([OH:4])=[O:3].[F:27][C:28]1[C:35]([O:36][CH3:37])=[CH:34][CH:33]=[CH:32][C:29]=1[CH:30]=O, predict the reaction product. The product is: [F:27][C:28]1[C:35]([O:36][CH3:37])=[CH:34][CH:33]=[CH:32][C:29]=1[CH:30]=[CH:7][CH2:6][CH2:5][C:2]([OH:4])=[O:3]. (3) Given the reactants COC([C:5]1[C:6]([C:15]([CH3:18])([CH3:17])[CH3:16])=[N:7][N:8]2[CH:13]=[C:12]([Br:14])[CH:11]=[CH:10][C:9]=12)=O.[OH-].[Na+], predict the reaction product. The product is: [Br:14][C:12]1[CH:11]=[CH:10][C:9]2[N:8]([N:7]=[C:6]([C:15]([CH3:18])([CH3:17])[CH3:16])[CH:5]=2)[CH:13]=1. (4) Given the reactants C1COCC1.[C:6](#[N:8])[CH3:7].C([Li])CCC.[CH3:14][C:15]1[CH:16]=[C:17]([CH:22]=[CH:23][N:24]=1)[C:18]([O:20]C)=O, predict the reaction product. The product is: [CH3:14][C:15]1[CH:16]=[C:17]([C:18](=[O:20])[CH2:7][C:6]#[N:8])[CH:22]=[CH:23][N:24]=1. (5) The product is: [F:24][C:25]1[CH:26]=[C:27]([CH:31]=[CH:32][C:33]=1[O:34][CH3:35])[C:28]([NH:1][C:2]1[CH:3]=[C:4]([C@H:8]([NH:10][C:11]2[C:20]3[C:15](=[C:16]([C:21]([NH2:23])=[O:22])[CH:17]=[CH:18][CH:19]=3)[N:14]=[CH:13][N:12]=2)[CH3:9])[CH:5]=[CH:6][CH:7]=1)=[O:29]. Given the reactants [NH2:1][C:2]1[CH:3]=[C:4]([C@H:8]([NH:10][C:11]2[C:20]3[C:15](=[C:16]([C:21]([NH2:23])=[O:22])[CH:17]=[CH:18][CH:19]=3)[N:14]=[CH:13][N:12]=2)[CH3:9])[CH:5]=[CH:6][CH:7]=1.[F:24][C:25]1[CH:26]=[C:27]([CH:31]=[CH:32][C:33]=1[O:34][CH3:35])[C:28](Cl)=[O:29].O, predict the reaction product. (6) Given the reactants [OH:1][N:2]=[C:3]([C:14]#[N:15])[C:4]1[CH:9]=[CH:8][C:7]([O:10][CH3:11])=[C:6]([O:12][CH3:13])[CH:5]=1.[Cl:16][C:17]1[CH:22]=[CH:21][C:20]([S:23](Cl)(=[O:25])=[O:24])=[CH:19][CH:18]=1.C(N(CC)CC)C, predict the reaction product. The product is: [Cl:16][C:17]1[CH:22]=[CH:21][C:20]([S:23]([O:1][N:2]=[C:3]([C:14]#[N:15])[C:4]2[CH:9]=[CH:8][C:7]([O:10][CH3:11])=[C:6]([O:12][CH3:13])[CH:5]=2)(=[O:25])=[O:24])=[CH:19][CH:18]=1. (7) Given the reactants Br[CH2:2][C:3]([C:5]1[CH:10]=[CH:9][C:8]([O:11][CH3:12])=[CH:7][CH:6]=1)=O.[CH3:13][C:14]1[CH:15]=[CH:16][C:17]([NH2:20])=[N:18][CH:19]=1.C(=O)([O-])[O-].[Na+].[Na+], predict the reaction product. The product is: [CH3:12][O:11][C:8]1[CH:9]=[CH:10][C:5]([C:3]2[N:20]=[C:17]3[CH:16]=[CH:15][C:14]([CH3:13])=[CH:19][N:18]3[CH:2]=2)=[CH:6][CH:7]=1. (8) Given the reactants [C:1]1([C:7]2[NH:11][N:10]=[C:9]([C:12]([NH:14][CH2:15][C:16]([OH:18])=O)=[O:13])[CH:8]=2)[CH:6]=[CH:5][CH:4]=[CH:3][CH:2]=1.CCN(C(C)C)C(C)C.C1C=CC2N(O)N=NC=2C=1.CCN=C=NCCCN(C)C.Cl.Cl.Cl.[C:52]([C:56]1[CH:61]=[CH:60][CH:59]=[CH:58][C:57]=1[NH:62][CH:63]1[CH2:68][CH2:67][NH:66][CH2:65][CH2:64]1)([CH3:55])([CH3:54])[CH3:53], predict the reaction product. The product is: [C:52]([C:56]1[CH:61]=[CH:60][CH:59]=[CH:58][C:57]=1[NH:62][CH:63]1[CH2:68][CH2:67][N:66]([C:16](=[O:18])[CH2:15][NH:14][C:12]([C:9]2[CH:8]=[C:7]([C:1]3[CH:2]=[CH:3][CH:4]=[CH:5][CH:6]=3)[NH:11][N:10]=2)=[O:13])[CH2:65][CH2:64]1)([CH3:55])([CH3:53])[CH3:54].